From a dataset of Cav3 T-type calcium channel HTS with 100,875 compounds. Binary Classification. Given a drug SMILES string, predict its activity (active/inactive) in a high-throughput screening assay against a specified biological target. (1) The compound is FC(F)(F)c1cc(NC(=O)c2ccc(F)cc2)c(N2CCOCC2)cc1. The result is 0 (inactive). (2) The molecule is S1c2c(N(CC(=O)Nc3ccccc3)C(=O)CC1)cccc2. The result is 0 (inactive). (3) The compound is O1C(CC(O)=O)C(=O)Nc2c1ccc(c2)C. The result is 0 (inactive). (4) The drug is Clc1cc(CSCCN)ccc1OC. The result is 0 (inactive). (5) The compound is O=C1N(C(=O)C2C1C1CC2C=C1)CC1OCCC1. The result is 0 (inactive). (6) The drug is O=C(NCc1cn(nc1)CC)CCc1ccc(OC)cc1. The result is 0 (inactive).